Dataset: Reaction yield outcomes from USPTO patents with 853,638 reactions. Task: Predict the reaction yield, written as a fraction of the theoretical maximum amount of product (1.0 means a 100% yield; for example, 0.34 means a 34% yield). The reactants are [CH3:1][S:2](Cl)(=[O:4])=[O:3].[CH3:6][C:7]1[CH:16]=[CH:15][C:14]2[C:9](=[CH:10][CH:11]=[CH:12][C:13]=2[N:17]2[CH2:22][CH2:21][N:20]([CH2:23][CH2:24][C:25]3[CH:26]=[C:27]([CH:29]=[CH:30][CH:31]=3)[NH2:28])[CH2:19][CH2:18]2)[N:8]=1. The catalyst is N1C=CC=CC=1. The product is [CH3:6][C:7]1[CH:16]=[CH:15][C:14]2[C:9](=[CH:10][CH:11]=[CH:12][C:13]=2[N:17]2[CH2:18][CH2:19][N:20]([CH2:23][CH2:24][C:25]3[CH:26]=[C:27]([NH:28][S:2]([CH3:1])(=[O:4])=[O:3])[CH:29]=[CH:30][CH:31]=3)[CH2:21][CH2:22]2)[N:8]=1. The yield is 0.440.